Task: Regression. Given a peptide amino acid sequence and an MHC pseudo amino acid sequence, predict their binding affinity value. This is MHC class I binding data.. Dataset: Peptide-MHC class I binding affinity with 185,985 pairs from IEDB/IMGT (1) The peptide sequence is HLNPNKTKR. The MHC is Patr-A0401 with pseudo-sequence Patr-A0401. The binding affinity (normalized) is 0.648. (2) The peptide sequence is LYNTIAVLY. The MHC is HLA-A26:03 with pseudo-sequence HLA-A26:03. The binding affinity (normalized) is 0.0847. (3) The peptide sequence is SLGAAVKA. The MHC is H-2-Kb with pseudo-sequence H-2-Kb. The binding affinity (normalized) is 0.0459. (4) The peptide sequence is KKQQVYALF. The MHC is HLA-A11:01 with pseudo-sequence HLA-A11:01. The binding affinity (normalized) is 0.